This data is from Peptide-MHC class II binding affinity with 134,281 pairs from IEDB. The task is: Regression. Given a peptide amino acid sequence and an MHC pseudo amino acid sequence, predict their binding affinity value. This is MHC class II binding data. The peptide sequence is SQPATGAATVAAGAA. The MHC is DRB1_1302 with pseudo-sequence DRB1_1302. The binding affinity (normalized) is 0.